This data is from Buchwald-Hartwig C-N cross coupling reaction yields with 55,370 reactions. The task is: Predict the reaction yield, written as a fraction of the theoretical maximum amount of product (1.0 means a 100% yield; for example, 0.34 means a 34% yield). (1) The reactants are Clc1ccccn1.Cc1ccc(N)cc1.O=S(=O)(O[Pd]1c2ccccc2-c2ccccc2N~1)C(F)(F)F.CC(C)c1cc(C(C)C)c(-c2ccccc2P(C(C)(C)C)C(C)(C)C)c(C(C)C)c1.CN(C)C(=NC(C)(C)C)N(C)C.CCOC(=O)c1cc(C)on1. No catalyst specified. The product is Cc1ccc(Nc2ccccn2)cc1. The yield is 0.736. (2) The reactants are COc1ccc(I)cc1.Cc1ccc(N)cc1.O=S(=O)(O[Pd]1c2ccccc2-c2ccccc2N~1)C(F)(F)F.COc1ccc(OC)c(P(C(C)(C)C)C(C)(C)C)c1-c1c(C(C)C)cc(C(C)C)cc1C(C)C.CN1CCCN2CCCN=C12.c1ccc(-c2ccno2)cc1. No catalyst specified. The product is COc1ccc(Nc2ccc(C)cc2)cc1. The yield is 0.549. (3) The reactants are Brc1ccccn1.Cc1ccc(N)cc1.O=S(=O)(O[Pd]1c2ccccc2-c2ccccc2N~1)C(F)(F)F.COc1ccc(OC)c(P([C@]23C[C@H]4C[C@H](C[C@H](C4)C2)C3)[C@]23C[C@H]4C[C@H](C[C@H](C4)C2)C3)c1-c1c(C(C)C)cc(C(C)C)cc1C(C)C.CN1CCCN2CCCN=C12.c1ccc2nocc2c1. No catalyst specified. The product is Cc1ccc(Nc2ccccn2)cc1. The yield is 0.364. (4) The reactants are CCc1ccc(Br)cc1.Cc1ccc(N)cc1.O=S(=O)(O[Pd]1c2ccccc2-c2ccccc2N~1)C(F)(F)F.COc1ccc(OC)c(P(C(C)(C)C)C(C)(C)C)c1-c1c(C(C)C)cc(C(C)C)cc1C(C)C.CN1CCCN2CCCN=C12.c1ccc(-c2ccon2)cc1. No catalyst specified. The product is CCc1ccc(Nc2ccc(C)cc2)cc1. The yield is 0.742. (5) The reactants are FC(F)(F)c1ccc(Cl)cc1.Cc1ccc(N)cc1.O=S(=O)(O[Pd]1c2ccccc2-c2ccccc2N~1)C(F)(F)F.COc1ccc(OC)c(P([C@]23C[C@H]4C[C@H](C[C@H](C4)C2)C3)[C@]23C[C@H]4C[C@H](C[C@H](C4)C2)C3)c1-c1c(C(C)C)cc(C(C)C)cc1C(C)C.CN1CCCN2CCCN=C12.Fc1cccc(F)c1-c1ccno1. No catalyst specified. The product is Cc1ccc(Nc2ccc(C(F)(F)F)cc2)cc1. The yield is 0.0795. (6) The reactants are Ic1cccnc1.Cc1ccc(N)cc1.O=S(=O)(O[Pd]1c2ccccc2-c2ccccc2N~1)C(F)(F)F.CC(C)c1cc(C(C)C)c(-c2ccccc2P(C2CCCCC2)C2CCCCC2)c(C(C)C)c1.CN(C)C(=NC(C)(C)C)N(C)C.CCOC(=O)c1cnoc1. No catalyst specified. The product is Cc1ccc(Nc2cccnc2)cc1. The yield is 0.000275. (7) The reactants are FC(F)(F)c1ccc(Br)cc1.Cc1ccc(N)cc1.O=S(=O)(O[Pd]1c2ccccc2-c2ccccc2N~1)C(F)(F)F.COc1ccc(OC)c(P(C(C)(C)C)C(C)(C)C)c1-c1c(C(C)C)cc(C(C)C)cc1C(C)C.CN(C)C(=NC(C)(C)C)N(C)C.Fc1cccc(F)c1-c1ccno1. No catalyst specified. The product is Cc1ccc(Nc2ccc(C(F)(F)F)cc2)cc1. The yield is 0.201. (8) The reactants are COc1ccc(Br)cc1.Cc1ccc(N)cc1.O=S(=O)(O[Pd]1c2ccccc2-c2ccccc2N~1)C(F)(F)F.CC(C)c1cc(C(C)C)c(-c2ccccc2P(C(C)(C)C)C(C)(C)C)c(C(C)C)c1.CCN=P(N=P(N(C)C)(N(C)C)N(C)C)(N(C)C)N(C)C.CCOC(=O)c1cc(C)no1. No catalyst specified. The product is COc1ccc(Nc2ccc(C)cc2)cc1. The yield is 0.421.